From a dataset of Antibody developability classification from SAbDab with 2,409 antibodies. Regression/Classification. Given an antibody's heavy chain and light chain sequences, predict its developability. TAP uses regression for 5 developability metrics; SAbDab uses binary classification. (1) The antibody is ['EVHLQQSGAELMKPGASVKISCKASGYTFITYWIEWVKQRPGHGLEWIGDILPGSGSTNYNENFKGKATFTADSSSNTAYMQLSSLTSEDSAVYYCARSGYYGNSGFAYWGQGTLVTVSA', 'DIVMTQSPSSLTVTAGEKVTMSCKSSQSLLSSGNQKNYLTWYQQIPGQPPKLLIYWASTRESGVPDRFTGSGSGTDFTLTINSVQAEDLAVYYCQNDYTYPLTFGAGTKLELK']. Result: 0 (not developable). (2) The antibody is ['EVQLVESGGGLVKPGGSLKLSCAASGFTFSDYYMHWVRQTPKKRLEWVATISDGGSYTYFLDSVKGRFTISRDNAKNKLDLQMSSLKSEDTGMYYCARDGNKYSAWFAYWGQGTLVTVS', 'DIQMTQSSSSFSVSLGDRVTITCKASEDIYNRLAWYQQKPGNAPRLLISGATSLETGVPSRFSGSGSGKDYTLSITSLQTEDFATYYCQQYWSPPWTFGGGTKLEIK']. Result: 0 (not developable). (3) The antibody is ['EVQLQQSGPELVKPGASVKMSCKASGYTFTSNVMHWVKQKPGQGLEWIGYINPYNDGTKYNEKFKGKATLTSDKSSSTAYMELSSLTSEDSAVYYCARNWDVAYWGQGTLVTVSA', 'DIVMTQSPATLSVTPGDRVSLSCRASQSISDYLHWYRQKSHESPRLLIKYASQSISGIPSRFSGSGSGSDFTLSINSVEPEDVGVYYCQNGHSFPFTFGSGTKLEIK']. Result: 1 (developable). (4) The antibody is ['QAQLQESGAELVRPGASVKMSCKASGYRFTSYNMHWVKQTPRQGLEWIGAIYPGNGDTSYNQKFKGKATLTVDKSSSTAYMQLSSLTSEDSAVYFCARGRLSLGFDYWGQGSTLTVSS', 'DIVMTQSQKFMSTSVGDRVSISCKASQNVGNIIAWYQQKPGQSPKALIYLASYRYSGVPDRFTGSGSGTDFTLTISNVQSEDLAEYFCQQYSSFPLTFGAGTKLELK']. Result: 0 (not developable). (5) The antibody is ['QVQLLESGAELMKPGASVKISCKATGYTFSSFWIEWVKQRPGHGLEWIGEILPGSGGTHYNEKFKGKATFTADKSSNTAYMQLSSLTSEDSAVYYCARGHSYYFYDGDYWGQGTSVTVSS', 'ELVLTQSPSSMYASLGERVTITCKASQDINSYLNWFQQKPGKSPKTLIYRTNRLVDGVPSRFSGSGSGQDYSLTISSLEYEDMGIYYCLQYDEFPYTFGSGTKLEIK']. Result: 0 (not developable). (6) The antibody is ['QVQLQQSGAEVKKPGSSVRVSCKASGGTFNNNAINWVRQAPGQGLEWMGGIIPMFGTAKYSQNFQGRVAITADESTGTASMELSSLRSEDTAVYYCARSRDLLLFPHHALSPWGRGTMVTVSS', 'SSELTQDPAVSVALGQTVRVTCQGDSLRSYYASWYQQKPGQAPVLVIYGKNNRPSGIPDRFSGSSSGNTASLTITGAQAEDEADYYCSSRDSSGNHWVFGGGTELTVL']. Result: 0 (not developable).